From a dataset of Catalyst prediction with 721,799 reactions and 888 catalyst types from USPTO. Predict which catalyst facilitates the given reaction. (1) Reactant: C([O:3][C:4](=O)[C:5]1[CH:10]=[CH:9][C:8]([O:11][C:12]2[CH:17]=[CH:16][C:15]([O:18][C:19]([F:22])([F:21])[F:20])=[CH:14][CH:13]=2)=[N:7][CH:6]=1)C.C1(C)C=CC=CC=1.[H-].C([Al+]CC(C)C)C(C)C.[OH-].[Na+]. Product: [F:22][C:19]([F:20])([F:21])[O:18][C:15]1[CH:16]=[CH:17][C:12]([O:11][C:8]2[N:7]=[CH:6][C:5]([CH2:4][OH:3])=[CH:10][CH:9]=2)=[CH:13][CH:14]=1. The catalyst class is: 7. (2) Reactant: [F:1][C:2]1[CH:7]=[CH:6][C:5]([C:8]2[N:12]([C:13]3[CH:18]=[CH:17][C:16]([CH3:19])=[CH:15][CH:14]=3)[C:11]([SH:20])=[N:10][CH:9]=2)=[CH:4][CH:3]=1.[C:21](#[N:24])[CH:22]=[CH2:23]. Product: [F:1][C:2]1[CH:3]=[CH:4][C:5]([C:8]2[N:12]([C:13]3[CH:18]=[CH:17][C:16]([CH3:19])=[CH:15][CH:14]=3)[C:11](=[S:20])[N:10]([CH2:23][CH2:22][C:21]#[N:24])[CH:9]=2)=[CH:6][CH:7]=1. The catalyst class is: 12. (3) Reactant: [Br:1][C:2]1[C:6]2[CH2:7][N:8]([C:11]([O:13][C:14]([CH3:17])([CH3:16])[CH3:15])=[O:12])[CH2:9][CH2:10][C:5]=2[NH:4][N:3]=1.CS(O[CH:23]1[CH2:28][CH2:27][S:26][CH2:25][CH2:24]1)(=O)=O.C([O-])([O-])=O.[Cs+].[Cs+]. Product: [Br:1][C:2]1[C:6]2[CH2:7][N:8]([C:11]([O:13][C:14]([CH3:17])([CH3:16])[CH3:15])=[O:12])[CH2:9][CH2:10][C:5]=2[N:4]([CH:23]2[CH2:28][CH2:27][S:26][CH2:25][CH2:24]2)[N:3]=1. The catalyst class is: 31. (4) Reactant: [O:1]1[CH:6]=[CH:5][CH2:4][CH2:3][CH2:2]1.[C:7]1([CH3:17])[CH:12]=[CH:11][C:10](S([O-])(=O)=O)=[CH:9][CH:8]=1.[NH+]1C=C[CH:21]=[CH:20][CH:19]=1.[Cr](Cl)([O-])(=O)=[O:25].[NH+]1C=CC=CC=1.[C:35]([O-])(=[O:37])C.[Na+]. Product: [O:1]1[CH2:2][CH2:3][CH2:4][CH2:5][CH:6]1[O:37][CH2:35][C:8]1[CH:9]=[CH:10][CH:11]=[C:12]2[C:7]=1[C:17](=[O:25])[CH2:21][CH2:20][CH2:19]2. The catalyst class is: 2. (5) Reactant: C([Sn](CCCC)(CCCC)[C:6]1[N:11]=[CH:10][C:9]([C:12]#[N:13])=[CH:8][CH:7]=1)CCC.Br[CH2:23][C:24]1[CH:41]=[CH:40][C:27]2[CH2:28][CH2:29][N:30]([C:33]([O:35][C:36]([CH3:39])([CH3:38])[CH3:37])=[O:34])[CH2:31][CH2:32][C:26]=2[CH:25]=1. Product: [C:12]([C:9]1[CH:8]=[CH:7][C:6]([CH2:23][C:24]2[CH:41]=[CH:40][C:27]3[CH2:28][CH2:29][N:30]([C:33]([O:35][C:36]([CH3:37])([CH3:39])[CH3:38])=[O:34])[CH2:31][CH2:32][C:26]=3[CH:25]=2)=[N:11][CH:10]=1)#[N:13]. The catalyst class is: 184. (6) Reactant: [Cl:1][C:2]1[N:7]=[C:6]([C:8]([O:10][CH2:11][CH3:12])=[O:9])[C:5]([N+:13]([O-])=O)=[C:4]([Cl:16])[N:3]=1. Product: [NH2:13][C:5]1[C:6]([C:8]([O:10][CH2:11][CH3:12])=[O:9])=[N:7][C:2]([Cl:1])=[N:3][C:4]=1[Cl:16]. The catalyst class is: 13. (7) Reactant: C([C:3]1[CH:4]=[CH:5][C:6]2[N:7]([C:9]([C:12]3[CH:17]=[CH:16][CH:15]=[C:14]([C:18]([F:21])([F:20])[F:19])[CH:13]=3)=[CH:10][N:11]=2)[N:8]=1)#N.Cl.[NH2:23][C@H:24]1[CH2:29][CH2:28][C@H:27]([OH:30])[CH2:26][CH2:25]1.C([O-])(O)=O.[Na+]. Product: [F:19][C:18]([F:20])([F:21])[C:14]1[CH:13]=[C:12]([C:9]2[N:7]3[N:8]=[C:3]([NH:23][CH:24]4[CH2:29][CH2:28][CH:27]([OH:30])[CH2:26][CH2:25]4)[CH:4]=[CH:5][C:6]3=[N:11][CH:10]=2)[CH:17]=[CH:16][CH:15]=1. The catalyst class is: 37. (8) Reactant: [F:1][C:2]1[CH:8]=[C:7]([O:9][C:10]2[CH:15]=[CH:14][N:13]=[C:12]3[NH:16][CH:17]=[CH:18][C:11]=23)[CH:6]=[CH:5][C:3]=1[NH2:4].Cl[C:20]1[CH:25]=[C:24]([C:26]2[CH:31]=[CH:30][N:29]=[CH:28][CH:27]=2)[N:23]=[C:22]([NH2:32])[N:21]=1.Cl.C(=O)(O)[O-].[Na+]. The catalyst class is: 6. Product: [NH2:32][C:22]1[N:21]=[C:20]([NH:4][C:3]2[CH:5]=[CH:6][C:7]([O:9][C:10]3[CH:15]=[CH:14][N:13]=[C:12]4[NH:16][CH:17]=[CH:18][C:11]=34)=[CH:8][C:2]=2[F:1])[CH:25]=[C:24]([C:26]2[CH:31]=[CH:30][N:29]=[CH:28][CH:27]=2)[N:23]=1. (9) Reactant: [CH2:1]([N:8]1[CH:13]([CH2:14][O:15][C:16]([F:19])([F:18])C)[CH2:12][O:11][C:10]([CH2:21][CH:22]=[O:23])([CH3:20])[C:9]1=[O:24])[C:2]1[CH:7]=[CH:6][CH:5]=[CH:4][CH:3]=1.[BH4-].[Na+].O. Product: [CH2:1]([N:8]1[CH:13]([CH2:14][O:15][CH:16]([F:18])[F:19])[CH2:12][O:11][C:10]([CH2:21][CH2:22][OH:23])([CH3:20])[C:9]1=[O:24])[C:2]1[CH:7]=[CH:6][CH:5]=[CH:4][CH:3]=1. The catalyst class is: 5. (10) Reactant: [CH3:1][NH:2][C:3]1[C:11]2[C:6](=[CH:7][CH:8]=[C:9]([C:12]([O:14]C)=[O:13])[CH:10]=2)[NH:5][N:4]=1.Cl. Product: [CH3:1][NH:2][C:3]1[C:11]2[C:6](=[CH:7][CH:8]=[C:9]([C:12]([OH:14])=[O:13])[CH:10]=2)[NH:5][N:4]=1. The catalyst class is: 12.